Dataset: Catalyst prediction with 721,799 reactions and 888 catalyst types from USPTO. Task: Predict which catalyst facilitates the given reaction. (1) Reactant: C([O:8][C:9]1[CH:10]=[C:11]([C:20]2[CH:25]=[CH:24][CH:23]=[C:22]([CH2:26][N:27]([CH3:37])[C:28](=[O:36])[CH2:29][CH2:30][CH2:31][CH2:32][CH2:33][CH2:34][CH3:35])[CH:21]=2)[CH:12]=[CH:13][C:14]=1[CH:15]=[CH:16][C:17]([OH:19])=[O:18])C1C=CC=CC=1.C(O)(=O)C. Product: [OH:8][C:9]1[CH:10]=[C:11]([C:20]2[CH:25]=[CH:24][CH:23]=[C:22]([CH2:26][N:27]([CH3:37])[C:28](=[O:36])[CH2:29][CH2:30][CH2:31][CH2:32][CH2:33][CH2:34][CH3:35])[CH:21]=2)[CH:12]=[CH:13][C:14]=1[CH2:15][CH2:16][C:17]([OH:19])=[O:18]. The catalyst class is: 19. (2) Reactant: [CH2:1]([C:8]1([C:14]([O:16][CH2:17][CH3:18])=[O:15])[CH2:12][CH2:11][CH2:10][CH:9]1[OH:13])[C:2]1[CH:7]=[CH:6][CH:5]=[CH:4][CH:3]=1.C(Cl)Cl.[C:22](Cl)(=[O:29])[C:23]1[CH:28]=[CH:27][CH:26]=[CH:25][CH:24]=1. Product: [CH2:1]([C:8]1([C:14]([O:16][CH2:17][CH3:18])=[O:15])[CH2:12][CH2:11][CH2:10][CH:9]1[O:13][C:22](=[O:29])[C:23]1[CH:28]=[CH:27][CH:26]=[CH:25][CH:24]=1)[C:2]1[CH:7]=[CH:6][CH:5]=[CH:4][CH:3]=1. The catalyst class is: 17. (3) Reactant: [OH:1][C:2]1[CH:10]=[CH:9][C:5]([C:6](O)=[O:7])=[CH:4][N:3]=1.C(Cl)CCl.C1C=CC2N(O)N=[N:21]C=2C=1.N1C2C=CC=CC=2N=C1CNCCCCNC1C2N=CC=CC=2CCC1. Product: [OH:1][C:2]1[CH:10]=[CH:9][C:5]([C:6]([NH2:21])=[O:7])=[CH:4][N:3]=1. The catalyst class is: 384. (4) Reactant: [NH:1]1[CH2:6][CH2:5][NH:4][CH2:3][CH2:2]1.[C:7]([O:11][C:12](O[C:12]([O:11][C:7]([CH3:10])([CH3:9])[CH3:8])=[O:13])=[O:13])([CH3:10])([CH3:9])[CH3:8]. Product: [N:1]1([C:12]([O:11][C:7]([CH3:10])([CH3:9])[CH3:8])=[O:13])[CH2:6][CH2:5][NH:4][CH2:3][CH2:2]1. The catalyst class is: 2. (5) Reactant: [CH3:1][O:2][CH2:3][O:4][C:5]1[CH:13]=[C:12]2[C:8]([CH2:9][CH2:10][CH2:11]2)=[CH:7][C:6]=1[NH2:14].[CH3:15][C:16]1[N:17]=[C:18]([S:21](Cl)(=[O:23])=[O:22])[S:19][CH:20]=1.COC(C)(C)C. Product: [CH3:1][O:2][CH2:3][O:4][C:5]1[CH:13]=[C:12]2[C:8]([CH2:9][CH2:10][CH2:11]2)=[CH:7][C:6]=1[NH:14][S:21]([C:18]1[S:19][CH:20]=[C:16]([CH3:15])[N:17]=1)(=[O:23])=[O:22]. The catalyst class is: 17. (6) Reactant: [C:1]([CH2:3][C:4]([N:6]1[CH2:10][CH2:9][CH2:8][C@H:7]1[CH2:11][N:12]1[C:16]2[CH:17]=[CH:18][CH:19]=[CH:20][C:15]=2[N:14]=[C:13]1[NH:21][C:22]([C:24]1[S:25][C:26]([C:29]2[CH:30]=[N:31][NH:32][CH:33]=2)=[CH:27][CH:28]=1)=[O:23])=[O:5])#[N:2].[CH3:34][C:35]([N:39]1[CH2:44][CH2:43][O:42][CH2:41][CH2:40]1)([CH3:38])[CH:36]=O.N1CCCCC1.CC(O)=O. Product: [C:1]([C:3](=[CH:34][C:35]([CH3:38])([N:39]1[CH2:44][CH2:43][O:42][CH2:41][CH2:40]1)[CH3:36])[C:4]([N:6]1[CH2:10][CH2:9][CH2:8][C@H:7]1[CH2:11][N:12]1[C:16]2[CH:17]=[CH:18][CH:19]=[CH:20][C:15]=2[N:14]=[C:13]1[NH:21][C:22]([C:24]1[S:25][C:26]([C:29]2[CH:30]=[N:31][NH:32][CH:33]=2)=[CH:27][CH:28]=1)=[O:23])=[O:5])#[N:2]. The catalyst class is: 37.